From a dataset of Reaction yield outcomes from USPTO patents with 853,638 reactions. Predict the reaction yield, written as a fraction of the theoretical maximum amount of product (1.0 means a 100% yield; for example, 0.34 means a 34% yield). (1) The reactants are [N:1]1([CH2:7][C@@H:8]([OH:11])[CH2:9][OH:10])[CH2:6][CH2:5][O:4][CH2:3][CH2:2]1.[S:12](Cl)([Cl:14])=[O:13]. The catalyst is C(Cl)Cl. The product is [ClH:14].[O:13]=[S:12]1[O:11][C@H:8]([CH2:7][N:1]2[CH2:6][CH2:5][O:4][CH2:3][CH2:2]2)[CH2:9][O:10]1. The yield is 1.04. (2) The reactants are [O:1]1[C:5]2[CH:6]=[CH:7][C:8]([C:10]3([C:13]([NH:15][C:16]4[CH:17]=[C:18]5[C:22](=[CH:23][CH:24]=4)[NH:21][C:20]([C:25]([CH3:28])([CH3:27])[CH3:26])=[CH:19]5)=[O:14])[CH2:12][CH2:11]3)=[CH:9][C:4]=2[O:3][CH2:2]1.[BH3-]C#N.[Na+]. The catalyst is C(O)(=O)C. The product is [O:1]1[C:5]2[CH:6]=[CH:7][C:8]([C:10]3([C:13]([NH:15][C:16]4[CH:17]=[C:18]5[C:22](=[CH:23][CH:24]=4)[NH:21][CH:20]([C:25]([CH3:28])([CH3:27])[CH3:26])[CH2:19]5)=[O:14])[CH2:12][CH2:11]3)=[CH:9][C:4]=2[O:3][CH2:2]1. The yield is 0.890. (3) The catalyst is C(O)C. The reactants are [O:1]1[CH2:6][CH2:5][CH2:4][CH2:3][C@H:2]1[CH2:7][S:8]C(=O)C.[OH-].[K+].Br[C:15]([CH3:22])([CH3:21])[C:16]([O:18][CH2:19][CH3:20])=[O:17]. The yield is 0.720. The product is [CH3:21][C:15]([S:8][CH2:7][C@@H:2]1[CH2:3][CH2:4][CH2:5][CH2:6][O:1]1)([CH3:22])[C:16]([O:18][CH2:19][CH3:20])=[O:17]. (4) The reactants are [C:1]([NH2:10])(=[O:9])[C:2]1[C:3](=[CH:5][CH:6]=[CH:7][CH:8]=1)[NH2:4].N1C=CC=N[C:12]=1[O:17][C:18]1[CH:25]=[CH:24][C:21]([CH:22]=O)=[CH:20][CH:19]=1.[CH3:26][O:27]C1C=C(OC)C=C2C=1C(=O)NC(C1C=CC=CN=1)=N2. No catalyst specified. The product is [O:17]1[CH2:12][CH2:26][O:27][C:25]2[CH:24]=[C:21]([C:22]3[NH:10][C:1](=[O:9])[C:2]4[C:3](=[CH:5][CH:6]=[CH:7][CH:8]=4)[N:4]=3)[CH:20]=[CH:19][C:18]1=2. The yield is 0.720. (5) The reactants are [CH3:1][C:2]1([CH3:20])[CH2:6][C:5]2[C:7]([CH3:19])=[C:8]([N:13]3[CH2:18][CH2:17][NH:16][CH2:15][CH2:14]3)[C:9]([CH3:12])=[C:10]([CH3:11])[C:4]=2[O:3]1.Br[C:22]1[CH:23]=[CH:24][C:25]([F:29])=[C:26]([CH3:28])[CH:27]=1. No catalyst specified. The product is [F:29][C:25]1[CH:24]=[CH:23][C:22]([N:16]2[CH2:15][CH2:14][N:13]([C:8]3[C:9]([CH3:12])=[C:10]([CH3:11])[C:4]4[O:3][C:2]([CH3:20])([CH3:1])[CH2:6][C:5]=4[C:7]=3[CH3:19])[CH2:18][CH2:17]2)=[CH:27][C:26]=1[CH3:28]. The yield is 0.600.